Dataset: Catalyst prediction with 721,799 reactions and 888 catalyst types from USPTO. Task: Predict which catalyst facilitates the given reaction. Reactant: [F:1][C:2]([C:18]1[CH:45]=[CH:44][C:21]([C:22]([NH:24][C:25]2[C:29]([NH:30][C:31](=[O:37])[O:32][C:33]([CH3:36])([CH3:35])[CH3:34])=[CH:28][N:27]([C:38]3[CH:43]=[CH:42][CH:41]=[CH:40][CH:39]=3)[N:26]=2)=[O:23])=[CH:20][CH:19]=1)([F:17])[C:3]([NH:5][NH:6][C:7](=[O:16])[C:8]1[CH:13]=[CH:12][CH:11]=[CH:10][C:9]=1[O:14][CH3:15])=O.CC[N+](S(N=C(OC)[O-])(=O)=O)(CC)CC. Product: [F:1][C:2]([F:17])([C:3]1[O:16][C:7]([C:8]2[CH:13]=[CH:12][CH:11]=[CH:10][C:9]=2[O:14][CH3:15])=[N:6][N:5]=1)[C:18]1[CH:45]=[CH:44][C:21]([C:22]([NH:24][C:25]2[C:29]([NH:30][C:31](=[O:37])[O:32][C:33]([CH3:36])([CH3:34])[CH3:35])=[CH:28][N:27]([C:38]3[CH:39]=[CH:40][CH:41]=[CH:42][CH:43]=3)[N:26]=2)=[O:23])=[CH:20][CH:19]=1. The catalyst class is: 1.